From a dataset of Catalyst prediction with 721,799 reactions and 888 catalyst types from USPTO. Predict which catalyst facilitates the given reaction. The catalyst class is: 49. Reactant: Br[C:2]1[CH:3]=[CH:4][C:5]([NH2:8])=[N:6][CH:7]=1.[Li]CCCC.Cl[Si](C)(C)CC[Si](Cl)(C)C.[O:24]=[C:25]1[CH2:30][CH2:29][N:28]([C:31]([O:33][C:34]([CH3:37])([CH3:36])[CH3:35])=[O:32])[CH2:27][CH2:26]1. Product: [NH2:8][C:5]1[N:6]=[CH:7][C:2]([C:25]2([OH:24])[CH2:26][CH2:27][N:28]([C:31]([O:33][C:34]([CH3:36])([CH3:35])[CH3:37])=[O:32])[CH2:29][CH2:30]2)=[CH:3][CH:4]=1.